This data is from Full USPTO retrosynthesis dataset with 1.9M reactions from patents (1976-2016). The task is: Predict the reactants needed to synthesize the given product. Given the product [NH2:10][CH:9]([CH2:14][C:15]1[CH:20]=[CH:19][CH:18]=[C:17]([O:21][C:22]([F:27])([F:26])[CH:23]([F:25])[F:24])[CH:16]=1)[CH:8]([C:4]1[CH:5]=[CH:6][CH:7]=[C:2]([Cl:1])[CH:3]=1)[OH:12], predict the reactants needed to synthesize it. The reactants are: [Cl:1][C:2]1[CH:3]=[C:4]([CH:8]2[O:12]C(=O)[NH:10][CH:9]2[CH2:14][C:15]2[CH:20]=[CH:19][CH:18]=[C:17]([O:21][C:22]([F:27])([F:26])[CH:23]([F:25])[F:24])[CH:16]=2)[CH:5]=[CH:6][CH:7]=1.[OH-].[Na+].